This data is from Full USPTO retrosynthesis dataset with 1.9M reactions from patents (1976-2016). The task is: Predict the reactants needed to synthesize the given product. (1) Given the product [Cl:29][C:30]1[CH:35]=[CH:34][CH:33]=[CH:32][C:31]=1[C:12]1[N:13]([CH:18]([CH3:19])[CH3:20])[N:14]=[C:15]2[C:11]=1[CH2:10][CH2:9][NH:8][CH2:17][CH2:16]2, predict the reactants needed to synthesize it. The reactants are: C(OC([N:8]1[CH2:17][CH2:16][C:15]2[C:11](=[C:12](OS(C(F)(F)F)(=O)=O)[N:13]([CH:18]([CH3:20])[CH3:19])[N:14]=2)[CH2:10][CH2:9]1)=O)(C)(C)C.[Cl:29][C:30]1[CH:35]=[CH:34][CH:33]=[CH:32][C:31]=1B(O)O. (2) Given the product [CH:28]1([CH2:27][N:13]2[C:12](=[O:31])[C:11]3([CH2:32][CH2:33][NH:8][CH2:9][CH2:10]3)[N:15]([CH2:16][CH2:17][C:18]3[CH:19]=[CH:20][C:21]([O:24][CH3:25])=[CH:22][CH:23]=3)[C:14]2=[O:26])[CH2:30][CH2:29]1, predict the reactants needed to synthesize it. The reactants are: C([N:8]1[CH2:33][CH2:32][C:11]2([N:15]([CH2:16][CH2:17][C:18]3[CH:23]=[CH:22][C:21]([O:24][CH3:25])=[CH:20][CH:19]=3)[C:14](=[O:26])[N:13]([CH2:27][CH:28]3[CH2:30][CH2:29]3)[C:12]2=[O:31])[CH2:10][CH2:9]1)C1C=CC=CC=1.[H][H]. (3) Given the product [NH2:25][CH2:24][C:4]1[CH:5]=[C:6]2[C:10](=[C:2]([CH3:1])[CH:3]=1)[C:9](=[O:11])[N:8]([CH2:12][C:13]1[CH:18]=[CH:17][C:16]([O:19][C:20]([F:23])([F:21])[F:22])=[CH:15][CH:14]=1)[CH2:7]2, predict the reactants needed to synthesize it. The reactants are: [CH3:1][C:2]1[CH:3]=[C:4]([C:24]#[N:25])[CH:5]=[C:6]2[C:10]=1[C:9](=[O:11])[N:8]([CH2:12][C:13]1[CH:18]=[CH:17][C:16]([O:19][C:20]([F:23])([F:22])[F:21])=[CH:15][CH:14]=1)[CH2:7]2. (4) Given the product [CH2:27]([N:4]1[C:3](=[NH:20])[C:2]([F:1])=[CH:7][N:6]([S:8]([C:11]2[CH:12]=[CH:13][C:14]([O:17][CH3:18])=[CH:15][CH:16]=2)(=[O:10])=[O:9])[C:5]1=[O:19])[C:28]1[CH:33]=[CH:32][CH:31]=[CH:30][CH:29]=1, predict the reactants needed to synthesize it. The reactants are: [F:1][C:2]1[C:3](=[NH:20])[NH:4][C:5](=[O:19])[N:6]([S:8]([C:11]2[CH:16]=[CH:15][C:14]([O:17][CH3:18])=[CH:13][CH:12]=2)(=[O:10])=[O:9])[CH:7]=1.C(=O)([O-])[O-].[K+].[K+].[CH2:27](Br)[C:28]1[CH:33]=[CH:32][CH:31]=[CH:30][CH:29]=1. (5) Given the product [F:1][C:2]1[C:3]([O:12][CH3:15])=[CH:4][CH:5]=[CH:6][C:7]=1[C:8]([F:10])([F:11])[F:9], predict the reactants needed to synthesize it. The reactants are: [F:1][C:2]1[C:7]([C:8]([F:11])([F:10])[F:9])=[CH:6][CH:5]=[CH:4][C:3]=1[OH:12].IC.[C:15](=O)([O-])[O-].[K+].[K+]. (6) Given the product [Cl:1][C:2]1[C:3]2[N:10]([CH3:16])[C:9]([C:11]3[O:12][CH:13]=[CH:14][CH:15]=3)=[CH:8][C:4]=2[N:5]=[CH:6][N:7]=1, predict the reactants needed to synthesize it. The reactants are: [Cl:1][C:2]1[C:3]2[NH:10][C:9]([C:11]3[O:12][CH:13]=[CH:14][CH:15]=3)=[CH:8][C:4]=2[N:5]=[CH:6][N:7]=1.[C:16](=O)([O-])[O-].[K+].[K+].CI.O. (7) Given the product [Br:17][C:18]1[CH:23]=[C:22]([C:24]([F:26])([F:25])[F:27])[CH:21]=[CH:20][C:19]=1[S:28]([N:6]1[CH2:5][CH2:4][N:3]([C:8]([C:10]2[CH:11]=[N:12][C:13]([CH3:16])=[CH:14][CH:15]=2)=[O:9])[C@@H:2]([CH3:1])[CH2:7]1)(=[O:30])=[O:29], predict the reactants needed to synthesize it. The reactants are: [CH3:1][C@H:2]1[CH2:7][NH:6][CH2:5][CH2:4][N:3]1[C:8]([C:10]1[CH:11]=[N:12][C:13]([CH3:16])=[CH:14][CH:15]=1)=[O:9].[Br:17][C:18]1[CH:23]=[C:22]([C:24]([F:27])([F:26])[F:25])[CH:21]=[CH:20][C:19]=1[S:28](Cl)(=[O:30])=[O:29].CCN(C(C)C)C(C)C.